Dataset: Forward reaction prediction with 1.9M reactions from USPTO patents (1976-2016). Task: Predict the product of the given reaction. Given the reactants [OH:1][C@:2]([CH3:38])([CH2:36][I:37])[C:3](=[O:35])[C@@H:4]([NH:12][C:13](=[O:34])[C@@H:14]([NH:18][C:19](=[O:33])[C@@H:20]([NH:24][C:25]([C:27]1[S:31][C:30]([CH3:32])=[N:29][CH:28]=1)=[O:26])[CH2:21][O:22][CH3:23])[CH2:15][O:16][CH3:17])[CH2:5][C:6]1[CH:11]=[CH:10][CH:9]=[CH:8][CH:7]=1.[C:39]([O:42][CH2:43][CH2:44][CH2:45][C:46](O[C:46](=[O:47])[CH2:45][CH2:44][CH2:43][O:42][C:39](=[O:41])[CH3:40])=[O:47])(=[O:41])[CH3:40], predict the reaction product. The product is: [C:39]([O:42][CH2:43][CH2:44][CH2:45][C:46]([O:1][C@@:2]([CH3:38])([C:3](=[O:35])[C@@H:4]([NH:12][C:13](=[O:34])[C@@H:14]([NH:18][C:19](=[O:33])[C@@H:20]([NH:24][C:25]([C:27]1[S:31][C:30]([CH3:32])=[N:29][CH:28]=1)=[O:26])[CH2:21][O:22][CH3:23])[CH2:15][O:16][CH3:17])[CH2:5][C:6]1[CH:7]=[CH:8][CH:9]=[CH:10][CH:11]=1)[CH2:36][I:37])=[O:47])(=[O:41])[CH3:40].